From a dataset of Forward reaction prediction with 1.9M reactions from USPTO patents (1976-2016). Predict the product of the given reaction. (1) Given the reactants [NH2:1][S:2]([C:5]1[CH:6]=[C:7]([C:11]2[CH:12]=[C:13]3[C:18](=[CH:19][CH:20]=2)[O:17][C@H:16]([CH2:21][N:22]([CH2:30][C@H:31]([O:38][Si:39]([C:42]([CH3:45])([CH3:44])[CH3:43])([CH3:41])[CH3:40])[C:32]2[CH:33]=[N:34][CH:35]=[CH:36][CH:37]=2)[C:23](=[O:29])[O:24][C:25]([CH3:28])([CH3:27])[CH3:26])[CH2:15][CH2:14]3)[CH:8]=[CH:9][CH:10]=1)(=[O:4])=[O:3].[CH3:46][O:47][CH2:48][C:49](O)=[O:50].CCN=C=NCCCN(C)C, predict the reaction product. The product is: [Si:39]([O:38][C@H:31]([C:32]1[CH:33]=[N:34][CH:35]=[CH:36][CH:37]=1)[CH2:30][N:22]([CH2:21][C@@H:16]1[CH2:15][CH2:14][C:13]2[C:18](=[CH:19][CH:20]=[C:11]([C:7]3[CH:8]=[CH:9][CH:10]=[C:5]([S:2]([NH:1][C:49](=[O:50])[CH2:48][O:47][CH3:46])(=[O:4])=[O:3])[CH:6]=3)[CH:12]=2)[O:17]1)[C:23](=[O:29])[O:24][C:25]([CH3:26])([CH3:27])[CH3:28])([C:42]([CH3:45])([CH3:44])[CH3:43])([CH3:40])[CH3:41]. (2) Given the reactants C(OC([NH:8][CH:9]([CH2:37][C:38]1[S:39][CH:40]=[CH:41][CH:42]=1)[C:10]([N:12]1[CH2:17][CH2:16][C:15]([CH2:27][C:28]2[CH:36]=[CH:35][C:31]([C:32](O)=[O:33])=[CH:30][CH:29]=2)([C:18](=[O:26])[NH:19][CH:20]2[CH2:25][CH2:24][CH2:23][CH2:22][CH2:21]2)[CH2:14][CH2:13]1)=[O:11])=O)(C)(C)C.Cl.[CH3:44][NH:45][CH3:46].C(N(C(C)C)CC)(C)C.CN(C(ON1N=NC2C=CC=CC1=2)=[N+](C)C)C.F[P-](F)(F)(F)(F)F, predict the reaction product. The product is: [CH:20]1([NH:19][C:18]([C:15]2([CH2:27][C:28]3[CH:29]=[CH:30][C:31]([C:32](=[O:33])[N:45]([CH3:46])[CH3:44])=[CH:35][CH:36]=3)[CH2:16][CH2:17][N:12]([C:10](=[O:11])[C@@H:9]([NH2:8])[CH2:37][C:38]3[S:39][CH:40]=[CH:41][CH:42]=3)[CH2:13][CH2:14]2)=[O:26])[CH2:25][CH2:24][CH2:23][CH2:22][CH2:21]1. (3) Given the reactants [NH2:1][C:2]1[C:7]([F:8])=[CH:6][N:5]([S:9]([C:12]2[CH:17]=[CH:16][CH:15]=[CH:14][CH:13]=2)(=[O:11])=[O:10])[C:4](=[O:18])[N:3]=1.CCN(CC)CC.[C:26](Cl)(=[O:33])[C:27]1[CH:32]=[CH:31][CH:30]=[CH:29][CH:28]=1, predict the reaction product. The product is: [C:12]1([S:9]([N:5]2[CH:6]=[C:7]([F:8])[C:2]([NH:1][C:26](=[O:33])[C:27]3[CH:32]=[CH:31][CH:30]=[CH:29][CH:28]=3)=[N:3][C:4]2=[O:18])(=[O:10])=[O:11])[CH:17]=[CH:16][CH:15]=[CH:14][CH:13]=1. (4) Given the reactants [NH2:1][C:2]1[N:7]=[CH:6][N:5]=[C:4]([C:8]2[NH:12][C:11]([C:13]3[CH:18]=[CH:17][CH:16]=[CH:15][CH:14]=3)=[C:10]([C:19]([OH:21])=O)[CH:9]=2)[CH:3]=1.CC[N:24](C(C)C)C(C)C.CCN=C=NCCCN(C)C.Cl.C1C=CC2N(O)N=NC=2C=1.N, predict the reaction product. The product is: [NH2:1][C:2]1[N:7]=[CH:6][N:5]=[C:4]([C:8]2[NH:12][C:11]([C:13]3[CH:18]=[CH:17][CH:16]=[CH:15][CH:14]=3)=[C:10]([C:19]([NH2:24])=[O:21])[CH:9]=2)[CH:3]=1. (5) Given the reactants [OH:1][C:2]1[CH:7]=[CH:6][C:5]([NH:8][C:9](=[O:11])[CH3:10])=[CH:4][CH:3]=1.[Br:12][CH2:13][CH2:14][CH2:15][CH2:16][CH2:17]Br.C(=O)([O-])[O-].[K+].[K+], predict the reaction product. The product is: [Br:12][CH2:13][CH2:14][CH2:15][CH2:16][CH2:17][O:1][C:2]1[CH:3]=[CH:4][C:5]([NH:8][C:9](=[O:11])[CH3:10])=[CH:6][CH:7]=1. (6) Given the reactants [Br:1][C:2]1[C:3]([N:10]([CH:12]2[CH2:17][CH2:16][N:15]([C:18]([O:20][CH2:21][C:22]3[CH:27]=[CH:26][CH:25]=[CH:24][CH:23]=3)=[O:19])[CH2:14][CH2:13]2)[NH2:11])=[N:4][C:5]([C:8]#[N:9])=[N:6][CH:7]=1.[Br:28][CH2:29][C:30]1[CH:38]=[CH:37][C:33]([C:34](Br)=[O:35])=[CH:32][CH:31]=1.CCN(C(C)C)C(C)C, predict the reaction product. The product is: [Br:1][C:2]1[C:3]([N:10]([CH:12]2[CH2:13][CH2:14][N:15]([C:18]([O:20][CH2:21][C:22]3[CH:27]=[CH:26][CH:25]=[CH:24][CH:23]=3)=[O:19])[CH2:16][CH2:17]2)[NH:11][C:34]([C:33]2[CH:37]=[CH:38][C:30]([CH2:29][Br:28])=[CH:31][CH:32]=2)=[O:35])=[N:4][C:5]([C:8]#[N:9])=[N:6][CH:7]=1. (7) The product is: [CH:17]1([NH:23][C:24]2[CH:33]=[C:32]3[C:27]([C:28](=[O:44])[C:29]([O:39][CH2:40]/[C:41](/[CH3:42])=[CH:7]/[C:6]([O:5][CH2:3][CH3:4])=[O:16])=[CH:30][N:31]3[CH:34]3[CH2:38][CH2:37][CH2:36][CH2:35]3)=[CH:26][C:25]=2[F:45])[CH2:18][CH2:19][CH2:20][CH2:21][CH2:22]1. Given the reactants [H-].[Na+].[CH2:3]([O:5][C:6](=[O:16])[CH2:7]P(OCC)(OCC)=O)[CH3:4].[CH:17]1([NH:23][C:24]2[CH:33]=[C:32]3[C:27]([C:28](=[O:44])[C:29]([O:39][CH2:40][C:41](=O)[CH3:42])=[CH:30][N:31]3[CH:34]3[CH2:38][CH2:37][CH2:36][CH2:35]3)=[CH:26][C:25]=2[F:45])[CH2:22][CH2:21][CH2:20][CH2:19][CH2:18]1.[Cl-].[NH4+], predict the reaction product. (8) Given the reactants [CH3:1][S:2]([N:5]1[CH2:10][CH2:9][N:8]([C:11]2[CH:16]=[CH:15][C:14](Br)=[CH:13][CH:12]=2)[CH2:7][CH2:6]1)(=[O:4])=[O:3].[CH3:18][Si:19]([C:22]#[CH:23])([CH3:21])[CH3:20].C1(P(C2C=CC=CC=2)C2C=CC=CC=2)C=CC=CC=1, predict the reaction product. The product is: [CH3:1][S:2]([N:5]1[CH2:10][CH2:9][N:8]([C:11]2[CH:16]=[CH:15][C:14]([C:23]#[C:22][Si:19]([CH3:21])([CH3:20])[CH3:18])=[CH:13][CH:12]=2)[CH2:7][CH2:6]1)(=[O:4])=[O:3]. (9) The product is: [CH:1]1([C:4]2[CH:5]=[N:6][N:7]([C:9]3[N:14]=[CH:13][C:12]([NH:15][CH:16]([C:20]4[CH:21]=[CH:22][C:23]([C:24]([NH:26][CH2:27][CH2:28][C:29]([OH:31])=[O:30])=[O:25])=[CH:34][CH:35]=4)[CH2:17][CH2:18][CH3:19])=[CH:11][CH:10]=3)[CH:8]=2)[CH2:3][CH2:2]1. Given the reactants [CH:1]1([C:4]2[CH:5]=[N:6][N:7]([C:9]3[N:14]=[CH:13][C:12]([NH:15][CH:16]([C:20]4[CH:35]=[CH:34][C:23]([C:24]([NH:26][CH2:27][CH2:28][C:29]([O:31]CC)=[O:30])=[O:25])=[CH:22][CH:21]=4)[CH2:17][CH2:18][CH3:19])=[CH:11][CH:10]=3)[CH:8]=2)[CH2:3][CH2:2]1.O1CCCC1.[OH-].[Li+].FC(F)(F)C(O)=O, predict the reaction product. (10) Given the reactants Cl.[CH:2]1([CH2:5][O:6][C:7]2[CH:12]=[C:11]([O:13][CH3:14])[CH:10]=[CH:9][C:8]=2[C:15]2[C:16]3[NH:23][C:22]([CH3:24])=[C:21]([C:25]([NH:27][C@@H:28]4[CH2:32][CH2:31][NH:30][CH2:29]4)=[O:26])[C:17]=3[N:18]=[CH:19][N:20]=2)[CH2:4][CH2:3]1.C([O:36][CH2:37][C:38](Cl)=[O:39])(=O)C, predict the reaction product. The product is: [CH:2]1([CH2:5][O:6][C:7]2[CH:12]=[C:11]([O:13][CH3:14])[CH:10]=[CH:9][C:8]=2[C:15]2[C:16]3[NH:23][C:22]([CH3:24])=[C:21]([C:25]([NH:27][C@@H:28]4[CH2:32][CH2:31][N:30]([C:37](=[O:36])[CH2:38][OH:39])[CH2:29]4)=[O:26])[C:17]=3[N:18]=[CH:19][N:20]=2)[CH2:4][CH2:3]1.